From a dataset of Reaction yield outcomes from USPTO patents with 853,638 reactions. Predict the reaction yield, written as a fraction of the theoretical maximum amount of product (1.0 means a 100% yield; for example, 0.34 means a 34% yield). (1) The reactants are [CH3:1][O:2][C:3]1[CH:4]=[C:5]2[C:10](=[CH:11][C:12]=1[O:13][CH3:14])[N:9]=[CH:8][CH:7]=[C:6]2[O:15][C:16]1[CH:26]=[CH:25][C:19]([O:20][CH2:21][C:22](O)=[O:23])=[CH:18][CH:17]=1.CCN=C=NCCCN(C)C.Cl.C1C=CC2N(O)N=NC=2C=1.[Cl:49][C:50]1[CH:56]=[CH:55][C:53]([NH2:54])=[CH:52][CH:51]=1.C(=O)([O-])O.[Na+]. The catalyst is C(Cl)(Cl)Cl.O. The product is [Cl:49][C:50]1[CH:56]=[CH:55][C:53]([NH:54][C:22](=[O:23])[CH2:21][O:20][C:19]2[CH:18]=[CH:17][C:16]([O:15][C:6]3[C:5]4[C:10](=[CH:11][C:12]([O:13][CH3:14])=[C:3]([O:2][CH3:1])[CH:4]=4)[N:9]=[CH:8][CH:7]=3)=[CH:26][CH:25]=2)=[CH:52][CH:51]=1. The yield is 0.790. (2) The reactants are Br[C:2]1[CH:26]=[CH:25][C:5]([O:6][CH2:7][C@H:8]([OH:24])[CH2:9][NH:10][C:11]([CH3:23])([CH3:22])[CH2:12][CH:13]2[CH2:21][C:20]3[C:15](=[CH:16][CH:17]=[CH:18][CH:19]=3)[CH2:14]2)=[C:4]([F:27])[C:3]=1[F:28].C(#N)CC.CC1C(P(C2C(C)=CC=CC=2)C2C(C)=CC=CC=2)=CC=CC=1.[C:55]([O:59][CH2:60][CH3:61])(=[O:58])[CH:56]=[CH2:57]. The catalyst is CC([O-])=O.CC([O-])=O.[Pd+2].C(N(CC)CC)C. The product is [CH2:60]([O:59][C:55](=[O:58])/[CH:56]=[CH:57]/[C:2]1[CH:26]=[CH:25][C:5]([O:6][CH2:7][C@H:8]([OH:24])[CH2:9][NH:10][C:11]([CH3:23])([CH3:22])[CH2:12][CH:13]2[CH2:21][C:20]3[C:15](=[CH:16][CH:17]=[CH:18][CH:19]=3)[CH2:14]2)=[C:4]([F:27])[C:3]=1[F:28])[CH3:61]. The yield is 0.750. (3) The reactants are [C:1]1([NH2:8])[CH:6]=[CH:5][CH:4]=[CH:3][C:2]=1[NH2:7].NC1C(C(O)=[O:16])=NNC=1.C(Cl)CCl.C1C=[CH:24][C:25]2[N:30]([OH:31])[N:29]=[N:28][C:26]=2[CH:27]=1. The catalyst is CN(C=O)C.CC(O)=O. The product is [N+:30]([C:25]1[C:26]([C:27]2[NH:8][C:1]3[CH:6]=[CH:5][CH:4]=[CH:3][C:2]=3[N:7]=2)=[N:28][NH:29][CH:24]=1)([O-:31])=[O:16]. The yield is 0.500. (4) The reactants are [CH:1]1([CH:7]([C:19]2[S:20][C:21]([C:25]3[CH:30]=[CH:29][C:28]([C:31]([F:34])([F:33])[F:32])=[CH:27][CH:26]=3)=[CH:22][C:23]=2[CH3:24])[O:8][C:9]2[CH:18]=[CH:17][C:12]([C:13]([O:15]C)=[O:14])=[CH:11][CH:10]=2)[CH2:6][CH2:5][CH2:4][CH2:3][CH2:2]1.[OH-].[Na+].O.Cl. The catalyst is CO.O1CCCC1. The product is [CH:1]1([CH:7]([C:19]2[S:20][C:21]([C:25]3[CH:30]=[CH:29][C:28]([C:31]([F:34])([F:32])[F:33])=[CH:27][CH:26]=3)=[CH:22][C:23]=2[CH3:24])[O:8][C:9]2[CH:10]=[CH:11][C:12]([C:13]([OH:15])=[O:14])=[CH:17][CH:18]=2)[CH2:6][CH2:5][CH2:4][CH2:3][CH2:2]1. The yield is 0.660. (5) The reactants are [C:1]1([C:7]2[CH:12]=[CH:11][C:10]([CH2:13][CH2:14][C:15]([OH:17])=O)=[CH:9][CH:8]=2)[CH:6]=[CH:5][CH:4]=[CH:3][CH:2]=1.CCN(CC)CC.CN(C(ON1N=NC2C=CC=CC1=2)=[N+](C)C)C.[B-](F)(F)(F)F.C([O-])(=O)C.[O:51]=[C:52]1[C@@H:55]([NH3+:56])[CH2:54][NH:53]1. The catalyst is C(Cl)Cl.CCOCC.C(Cl)Cl.CN(C=O)C. The product is [C:1]1([C:7]2[CH:8]=[CH:9][C:10]([CH2:13][CH2:14][C:15]([NH:56][C@H:55]3[CH2:54][NH:53][C:52]3=[O:51])=[O:17])=[CH:11][CH:12]=2)[CH:2]=[CH:3][CH:4]=[CH:5][CH:6]=1. The yield is 0.170.